From a dataset of Full USPTO retrosynthesis dataset with 1.9M reactions from patents (1976-2016). Predict the reactants needed to synthesize the given product. (1) Given the product [CH3:1][S:2]([C:5]1[CH:10]=[CH:9][CH:8]=[CH:7][C:6]=1[S:11]([O:19][C:18]1[CH:20]=[C:21]([CH3:22])[CH:23]=[C:16]([OH:24])[CH:17]=1)(=[O:13])=[O:12])(=[O:4])=[O:3], predict the reactants needed to synthesize it. The reactants are: [CH3:1][S:2]([C:5]1[CH:10]=[CH:9][CH:8]=[CH:7][C:6]=1[S:11](Cl)(=[O:13])=[O:12])(=[O:4])=[O:3].O.[C:16]1([OH:24])[CH:23]=[C:21]([CH3:22])[CH:20]=[C:18]([OH:19])[CH:17]=1.C([O-])(O)=O.[Na+].O. (2) Given the product [Cl:18][C:10]1[CH:9]=[C:8]([C:13]2[S:14][CH:15]=[CH:16][N:17]=2)[N:7]=[C:6]([C:2]2[O:1][CH:5]=[CH:4][CH:3]=2)[N:11]=1, predict the reactants needed to synthesize it. The reactants are: [O:1]1[CH:5]=[CH:4][CH:3]=[C:2]1[C:6]1[N:11]=[C:10](O)[CH:9]=[C:8]([C:13]2[S:14][CH:15]=[CH:16][N:17]=2)[N:7]=1.[Cl:18]C1N=C(C2SC=CC=2)N=C(N)C=1. (3) Given the product [C:36]([O:35][CH2:34][C:29]([CH3:33])([C:30]([O:32][C:4]1([N:7]=[O:8])[CH2:5][CH2:6][O:1][CH2:2][CH2:3]1)=[O:31])[CH2:28][O:27][C:24](=[O:26])[CH3:25])(=[O:38])[CH3:37], predict the reactants needed to synthesize it. The reactants are: [O:1]1[CH2:6][CH2:5][C:4](=[N:7][OH:8])[CH2:3][CH2:2]1.C(O)(=O)C.C(O)(=O)C.IC1C=CC=CC=1.[C:24]([O:27][CH2:28][C:29]([CH2:34][O:35][C:36](=[O:38])[CH3:37])([CH3:33])[C:30]([OH:32])=[O:31])(=[O:26])[CH3:25].